From a dataset of Catalyst prediction with 721,799 reactions and 888 catalyst types from USPTO. Predict which catalyst facilitates the given reaction. (1) Reactant: O1CCOCC1.O.C([O:14][C@@H:15]1[C:20]([C:21]2[CH:26]=[CH:25][C:24]([F:27])=[CH:23][CH:22]=2)=[CH:19][CH2:18][NH:17][CH2:16]1)(=O)C(C)(C)C.O.[OH-].[Li+]. Product: [F:27][C:24]1[CH:25]=[CH:26][C:21]([C:20]2[C@@H:15]([OH:14])[CH2:16][NH:17][CH2:18][CH:19]=2)=[CH:22][CH:23]=1. The catalyst class is: 13. (2) Reactant: [Cl:1][C:2]1[N:7]=[CH:6][C:5]([NH:8][C:9]([CH2:11][O:12][C:13](=[O:15])[CH3:14])=O)=[C:4]([NH:16][C@H:17]([CH3:22])[C:18]([F:21])([F:20])[F:19])[CH:3]=1. Product: [Cl:1][C:2]1[N:7]=[CH:6][C:5]2[N:8]=[C:9]([CH2:11][O:12][C:13](=[O:15])[CH3:14])[N:16]([C@H:17]([CH3:22])[C:18]([F:21])([F:20])[F:19])[C:4]=2[CH:3]=1. The catalyst class is: 15. (3) The catalyst class is: 507. Product: [C:15]([C:2]1[CH:3]=[C:4]([CH:8]=[C:9]([C:11]([F:14])([F:13])[F:12])[CH:10]=1)[C:5]([OH:7])=[O:6])#[N:16]. Reactant: Br[C:2]1[CH:3]=[C:4]([CH:8]=[C:9]([C:11]([F:14])([F:13])[F:12])[CH:10]=1)[C:5]([OH:7])=[O:6].[CH3:15][N:16](C=O)C.O. (4) Reactant: [OH:1][N:2]1[C:10](=[O:11])[C:9]2[C:4](=[CH:5][CH:6]=[CH:7][CH:8]=2)[C:3]1=[O:12].CCN(CC)CC.Br[C:21]1[CH:26]=[CH:25][C:24]([N+:27]([O-:29])=[O:28])=[CH:23][C:22]=1[N+:30]([O-:32])=[O:31]. Product: [N+:27]([C:24]1[CH:23]=[C:22]([N+:30]([O-:32])=[O:31])[CH:21]=[CH:26][C:25]=1[O:1][N:2]1[C:10](=[O:11])[C:9]2[C:4](=[CH:5][CH:6]=[CH:7][CH:8]=2)[C:3]1=[O:12])([O-:29])=[O:28]. The catalyst class is: 21.